Dataset: Reaction yield outcomes from USPTO patents with 853,638 reactions. Task: Predict the reaction yield, written as a fraction of the theoretical maximum amount of product (1.0 means a 100% yield; for example, 0.34 means a 34% yield). (1) The reactants are [C:1]([C:5]1[CH:9]=[C:8]([NH:10][C:11](=[O:19])OC2C=CC=CC=2)[N:7]([C:20]2[CH:25]=[CH:24][CH:23]=[CH:22][CH:21]=2)[N:6]=1)([CH3:4])([CH3:3])[CH3:2].[CH3:26][O:27][C:28]1[CH:29]=[C:30]2[C:35](=[CH:36][C:37]=1[O:38][CH3:39])[N:34]=[CH:33][N:32]=[C:31]2[S:40][C:41]1[CH:42]=[C:43]([CH:45]=[CH:46][CH:47]=1)[NH2:44].C(N(C(C)C)CC)(C)C. The catalyst is CN(C1C=CN=CC=1)C. The product is [C:1]([C:5]1[CH:9]=[C:8]([NH:10][C:11]([NH:44][C:43]2[CH:45]=[CH:46][CH:47]=[C:41]([S:40][C:31]3[C:30]4[C:35](=[CH:36][C:37]([O:38][CH3:39])=[C:28]([O:27][CH3:26])[CH:29]=4)[N:34]=[CH:33][N:32]=3)[CH:42]=2)=[O:19])[N:7]([C:20]2[CH:25]=[CH:24][CH:23]=[CH:22][CH:21]=2)[N:6]=1)([CH3:2])([CH3:4])[CH3:3]. The yield is 0.500. (2) The reactants are [NH2:1][C:2]1[C:7]([N+:8]([O-:10])=[O:9])=[CH:6][CH:5]=[CH:4][C:3]=1[OH:11].[C:12]([O-])([O-])=O.[K+].[K+].CI.O. The catalyst is CN(C=O)C. The product is [CH3:12][O:11][C:3]1[CH:4]=[CH:5][CH:6]=[C:7]([N+:8]([O-:10])=[O:9])[C:2]=1[NH2:1]. The yield is 0.900.